From a dataset of CYP3A4 inhibition data for predicting drug metabolism from PubChem BioAssay. Regression/Classification. Given a drug SMILES string, predict its absorption, distribution, metabolism, or excretion properties. Task type varies by dataset: regression for continuous measurements (e.g., permeability, clearance, half-life) or binary classification for categorical outcomes (e.g., BBB penetration, CYP inhibition). Dataset: cyp3a4_veith. (1) The drug is O=C(Nc1cccc(F)c1)N1CC2(CCN(C(=O)c3csnn3)CC2)C1. The result is 0 (non-inhibitor). (2) The compound is c1ccc2c(c1)C(=Nc1ccc(N=C3c4ccccc4-c4ccccc43)cc1)c1ccccc1-2. The result is 0 (non-inhibitor). (3) The result is 1 (inhibitor). The drug is CCCC[C@@H]1C[C@H]1C(NC(=O)c1ccccc1)c1ccc(Cl)cc1.